Dataset: Full USPTO retrosynthesis dataset with 1.9M reactions from patents (1976-2016). Task: Predict the reactants needed to synthesize the given product. Given the product [CH:32]1([NH:31][C:35]([NH:1][C:2]2[N:3]=[C:4]3[CH:9]=[CH:8][C:7]([O:10][C:11]4[CH:12]=[C:13]([NH:17][C:18]([C:20]5[C:25]([CH3:26])=[CH:24][CH:23]=[CH:22][N:21]=5)=[O:19])[CH:14]=[CH:15][CH:16]=4)=[CH:6][N:5]3[CH:27]=2)=[O:38])[CH2:33][CH2:34]1, predict the reactants needed to synthesize it. The reactants are: [NH2:1][C:2]1[N:3]=[C:4]2[CH:9]=[CH:8][C:7]([O:10][C:11]3[CH:12]=[C:13]([NH:17][C:18]([C:20]4[C:25]([CH3:26])=[CH:24][CH:23]=[CH:22][N:21]=4)=[O:19])[CH:14]=[CH:15][CH:16]=3)=[CH:6][N:5]2[CH:27]=1.C([N:31]([CH2:35]C)[CH:32]([CH3:34])[CH3:33])(C)C.C(Cl)(=O)[O:38]CC(Cl)(Cl)Cl.C1(N)CC1.